From a dataset of Forward reaction prediction with 1.9M reactions from USPTO patents (1976-2016). Predict the product of the given reaction. (1) Given the reactants CC1C=CC(S([O:11][CH2:12][C@@H:13]2[CH2:18][O:17][C@@H:16]([CH:19]=[CH2:20])[CH2:15][O:14]2)(=O)=O)=CC=1.O.[OH-].[Na+], predict the reaction product. The product is: [CH:19]([C@H:16]1[CH2:15][O:14][C@H:13]([CH2:12][OH:11])[CH2:18][O:17]1)=[CH2:20]. (2) Given the reactants [Na+].[CH2:2]([C:6]1([CH3:35])[CH2:11][CH2:10][N:9]([C:12]2[N:17]3[CH:18]=[C:19]([C:21]([O-])=[O:22])[N:20]=[C:16]3[CH:15]=[C:14]([CH3:24])[C:13]=2[C@H:25]([O:30][C:31]([CH3:34])([CH3:33])[CH3:32])[C:26]([O:28][CH3:29])=[O:27])[CH2:8][CH2:7]1)[CH2:3][CH:4]=[CH2:5].[CH2:36]([O:39][C:40]1[CH:47]=[CH:46][CH:45]=[CH:44][C:41]=1[CH2:42][NH2:43])[CH:37]=[CH2:38].CCN(C(C)C)C(C)C.CN(C(ON1N=NC2C=CC=NC1=2)=[N+](C)C)C.F[P-](F)(F)(F)(F)F, predict the reaction product. The product is: [CH2:36]([O:39][C:40]1[CH:47]=[CH:46][CH:45]=[CH:44][C:41]=1[CH2:42][NH:43][C:21]([C:19]1[N:20]=[C:16]2[CH:15]=[C:14]([CH3:24])[C:13]([C@H:25]([O:30][C:31]([CH3:32])([CH3:33])[CH3:34])[C:26]([O:28][CH3:29])=[O:27])=[C:12]([N:9]3[CH2:10][CH2:11][C:6]([CH2:2][CH2:3][CH:4]=[CH2:5])([CH3:35])[CH2:7][CH2:8]3)[N:17]2[CH:18]=1)=[O:22])[CH:37]=[CH2:38]. (3) Given the reactants [N:1]([CH:4]([C:6]1[N:7]([C:17]2[CH:22]=[CH:21][CH:20]=[C:19]([F:23])[CH:18]=2)[C:8](=[O:16])[C:9]2[N:10]([CH:12]=[CH:13][C:14]=2[Cl:15])[CH:11]=1)[CH3:5])=[N+]=[N-].C1C=CC(P(C2C=CC=CC=2)C2C=CC=CC=2)=CC=1.N.O, predict the reaction product. The product is: [NH2:1][CH:4]([C:6]1[N:7]([C:17]2[CH:22]=[CH:21][CH:20]=[C:19]([F:23])[CH:18]=2)[C:8](=[O:16])[C:9]2[N:10]([CH:12]=[CH:13][C:14]=2[Cl:15])[CH:11]=1)[CH3:5]. (4) Given the reactants [N+:1]([C:4]1[CH:32]=[CH:31][C:7]([C:8]([O:10][CH2:11][CH2:12][NH:13][C:14]([O:16][CH2:17][CH:18]2[C:30]3[CH:29]=[CH:28][CH:27]=[CH:26][C:25]=3[C:24]3[C:19]2=[CH:20][CH:21]=[CH:22][CH:23]=3)=[O:15])=[O:9])=[CH:6][CH:5]=1)([O-])=O, predict the reaction product. The product is: [NH2:1][C:4]1[CH:5]=[CH:6][C:7]([C:8]([O:10][CH2:11][CH2:12][NH:13][C:14]([O:16][CH2:17][CH:18]2[C:30]3[CH:29]=[CH:28][CH:27]=[CH:26][C:25]=3[C:24]3[C:19]2=[CH:20][CH:21]=[CH:22][CH:23]=3)=[O:15])=[O:9])=[CH:31][CH:32]=1. (5) Given the reactants CC1(C)C(C)(C)OB([C:9]2[CH:14]=[CH:13][N:12]=[C:11]([NH:15][C:16]([CH:18]3[CH2:20][CH2:19]3)=[O:17])[CH:10]=2)O1.Br[C:23]1[C:24]2[O:33][C:32]([CH2:34][N:35]3[CH2:40][CH2:39][N:38]([S:41]([CH3:44])(=[O:43])=[O:42])[CH2:37][C@H:36]3[CH3:45])=[CH:31][C:25]=2[C:26](=[O:30])[N:27]([CH3:29])[CH:28]=1.C(=O)([O-])[O-].[Na+].[Na+], predict the reaction product. The product is: [CH3:29][N:27]1[CH:28]=[C:23]([C:9]2[CH:14]=[CH:13][N:12]=[C:11]([NH:15][C:16]([CH:18]3[CH2:19][CH2:20]3)=[O:17])[CH:10]=2)[C:24]2[O:33][C:32]([CH2:34][N:35]3[CH2:40][CH2:39][N:38]([S:41]([CH3:44])(=[O:43])=[O:42])[CH2:37][C@H:36]3[CH3:45])=[CH:31][C:25]=2[C:26]1=[O:30]. (6) Given the reactants [C:1]([CH:3]([C:9]1[CH:14]=[CH:13][CH:12]=[CH:11][CH:10]=1)[CH:4]([CH3:8])[C:5]([OH:7])=O)#N.[CH3:15][OH:16].[OH:17]S(O)(=O)=O, predict the reaction product. The product is: [CH3:15][O:16][C:1]([CH:3]1[C:9]2[C:14](=[CH:13][CH:12]=[CH:11][CH:10]=2)[C:5](=[O:7])[CH:4]1[CH3:8])=[O:17]. (7) Given the reactants S([N:11]1[CH:15]=[C:14]([NH2:16])[CH:13]=[N:12]1)(C1C=CC(C)=CC=1)(=O)=O.[C:17]1(=[O:27])[C:25]2[C:20](=[CH:21][CH:22]=[CH:23][CH:24]=2)[C:19](=[O:26])O1, predict the reaction product. The product is: [NH:11]1[CH:15]=[C:14]([N:16]2[C:19](=[O:26])[C:20]3[C:25](=[CH:24][CH:23]=[CH:22][CH:21]=3)[C:17]2=[O:27])[CH:13]=[N:12]1.